From a dataset of Catalyst prediction with 721,799 reactions and 888 catalyst types from USPTO. Predict which catalyst facilitates the given reaction. Reactant: [S:1]1[C:5]2[CH:6]=[CH:7][CH:8]=[CH:9][C:4]=2[CH:3]=[C:2]1[C:10]([O:12]N1C(=O)CCC1=O)=O.[NH2:20][C@H:21]([C:26]([OH:28])=[O:27])[CH2:22][CH:23]([CH3:25])[CH3:24].CCO.C(N(CC)CC)C. Product: [S:1]1[C:5]2[CH:6]=[CH:7][CH:8]=[CH:9][C:4]=2[CH:3]=[C:2]1[C:10]([NH:20][C@H:21]([C:26]([OH:28])=[O:27])[CH2:22][CH:23]([CH3:25])[CH3:24])=[O:12]. The catalyst class is: 232.